From a dataset of Forward reaction prediction with 1.9M reactions from USPTO patents (1976-2016). Predict the product of the given reaction. (1) The product is: [CH2:12]([C:14]1[CH:15]=[C:16]([NH:17][CH:23]([C:6]2[CH:7]=[N:8][C:3]([O:2][CH3:1])=[CH:4][CH:5]=2)[C:24]([OH:26])=[O:25])[CH:18]=[CH:19][CH:20]=1)[CH3:13]. Given the reactants [CH3:1][O:2][C:3]1[N:8]=[CH:7][C:6](B(O)O)=[CH:5][CH:4]=1.[CH2:12]([C:14]1[CH:15]=[C:16]([CH:18]=[CH:19][CH:20]=1)[NH2:17])[CH3:13].O.O=[CH:23][C:24]([OH:26])=[O:25], predict the reaction product. (2) Given the reactants C(=O)([O-])[O-].[K+].[K+].[CH2:7]([NH2:12])[CH2:8][CH:9]([CH3:11])[CH3:10].[CH:13]1[C:22]2[C:17](=[CH:18][CH:19]=[CH:20][CH:21]=2)[CH:16]=[CH:15][C:14]=1[O:23][CH2:24][CH2:25][CH2:26][CH2:27]Cl, predict the reaction product. The product is: [CH2:7]([NH:12][CH2:27][CH2:26][CH2:25][CH2:24][O:23][C:14]1[CH:15]=[CH:16][C:17]2[C:22](=[CH:21][CH:20]=[CH:19][CH:18]=2)[CH:13]=1)[CH2:8][CH:9]([CH3:11])[CH3:10].